This data is from Catalyst prediction with 721,799 reactions and 888 catalyst types from USPTO. The task is: Predict which catalyst facilitates the given reaction. (1) Reactant: C([O:3][C:4]([C:6]1[N:7]([CH2:15][C:16]2[CH:21]=[CH:20][C:19]([C:22]([F:25])([F:24])[F:23])=[CH:18][CH:17]=2)[C:8]2[C:13]([CH:14]=1)=[CH:12][CH:11]=[CH:10][CH:9]=2)=[O:5])C.[OH-].[K+].O.Cl. Product: [F:24][C:22]([F:23])([F:25])[C:19]1[CH:18]=[CH:17][C:16]([CH2:15][N:7]2[C:8]3[C:13](=[CH:12][CH:11]=[CH:10][CH:9]=3)[CH:14]=[C:6]2[C:4]([OH:5])=[O:3])=[CH:21][CH:20]=1. The catalyst class is: 5. (2) Reactant: C1(S([N:10]2[C:14]3=[N:15][CH:16]=[C:17]([O:19][CH2:20][C:21]([N:23]([CH3:25])[CH3:24])=[O:22])[CH:18]=[C:13]3[CH:12]=[C:11]2[C:26]([C:33]2[CH:38]=[CH:37][C:36]([S:39]([CH3:42])(=[O:41])=[O:40])=[CH:35][CH:34]=2)=[CH:27][CH:28]2[CH2:32][CH2:31][CH2:30][CH2:29]2)(=O)=O)C=CC=CC=1.[F-].C([N+](CCCC)(CCCC)CCCC)CCC. Product: [CH:28]1([CH:27]=[C:26]([C:11]2[NH:10][C:14]3=[N:15][CH:16]=[C:17]([O:19][CH2:20][C:21]([N:23]([CH3:24])[CH3:25])=[O:22])[CH:18]=[C:13]3[CH:12]=2)[C:33]2[CH:38]=[CH:37][C:36]([S:39]([CH3:42])(=[O:40])=[O:41])=[CH:35][CH:34]=2)[CH2:32][CH2:31][CH2:30][CH2:29]1. The catalyst class is: 54. (3) Reactant: I[CH2:2][C@@H:3]([CH3:17])[CH2:4][N:5]1[C:10]2[CH:11]=[C:12]([CH3:15])[CH:13]=[CH:14][C:9]=2[O:8][CH2:7][C:6]1=[O:16].[CH2:18]([CH:23]1[CH2:29][CH:28]2[NH:30][CH:25]([CH2:26][CH2:27]2)[CH2:24]1)[CH2:19][CH2:20][CH2:21][CH3:22]. Product: [CH2:18]([CH:23]1[CH2:24][CH:25]2[N:30]([CH2:2][C@@H:3]([CH3:17])[CH2:4][N:5]3[C:10]4[CH:11]=[C:12]([CH3:15])[CH:13]=[CH:14][C:9]=4[O:8][CH2:7][C:6]3=[O:16])[CH:28]([CH2:27][CH2:26]2)[CH2:29]1)[CH2:19][CH2:20][CH2:21][CH3:22]. The catalyst class is: 424. (4) Product: [N:3]1[N:7]2[CH:8]=[CH:9][CH:10]=[CH:11][C:6]2=[C:5]([N:12]2[CH2:13][CH2:14][CH:15]([OH:18])[CH2:16][CH2:17]2)[CH:4]=1. The catalyst class is: 13. Reactant: CO.[N:3]1[N:7]2[CH:8]=[CH:9][CH:10]=[CH:11][C:6]2=[C:5]([N:12]2[CH2:17][CH2:16][C:15](=[O:18])[CH2:14][CH2:13]2)[CH:4]=1.[BH4-].[Na+].O. (5) Reactant: C([O:3][C:4](=[O:22])/[C:5](/[CH3:21])=[CH:6]/[C:7]1[CH:12]=[CH:11][C:10]([O:13][CH3:14])=[C:9]([O:15][CH:16]2[CH2:20][CH2:19][CH2:18][CH2:17]2)[CH:8]=1)C.[Li+].[OH-].O.[OH-].[Li+]. Product: [CH:16]1([O:15][C:9]2[CH:8]=[C:7](/[CH:6]=[C:5](\[CH3:21])/[C:4]([OH:22])=[O:3])[CH:12]=[CH:11][C:10]=2[O:13][CH3:14])[CH2:17][CH2:18][CH2:19][CH2:20]1. The catalyst class is: 24.